This data is from Reaction yield outcomes from USPTO patents with 853,638 reactions. The task is: Predict the reaction yield, written as a fraction of the theoretical maximum amount of product (1.0 means a 100% yield; for example, 0.34 means a 34% yield). (1) The reactants are [CH3:1][O:2][C:3](=[O:22])[CH2:4][CH2:5][CH2:6][CH2:7][C:8](=[O:21])[NH:9][CH2:10][C:11]([C:13]1[CH:18]=[CH:17][CH:16]=[CH:15][C:14]=1[O:19][CH3:20])=O. The catalyst is CN(C)C1C=CN=CC=1.C(Cl)Cl. The product is [CH3:1][O:2][C:3](=[O:22])[CH2:4][CH2:5][CH2:6][CH2:7][C:8]1[O:21][C:11]([C:13]2[CH:18]=[CH:17][CH:16]=[CH:15][C:14]=2[O:19][CH3:20])=[CH:10][N:9]=1. The yield is 0.570. (2) The reactants are [CH3:1][C:2]1([CH2:12][CH2:13][OH:14])[C:11]2[C:6](=[CH:7][CH:8]=[CH:9][CH:10]=2)[O:5][CH2:4][CH2:3]1.[Br:15]Br.C(=O)([O-])[O-].[K+].[K+].[C:23]([OH:26])(=O)[CH3:24]. The catalyst is O. The product is [Br:15][C:9]1[CH:10]=[C:11]2[C:6](=[CH:7][CH:8]=1)[O:5][CH2:4][CH2:3][C:2]2([CH2:12][CH2:13][O:14][C:23](=[O:26])[CH3:24])[CH3:1]. The yield is 0.900. (3) The reactants are [F:1][C:2]1[C:3]([NH2:17])=[N:4][C:5]([O:8][CH2:9][C:10]2[CH:15]=[CH:14][C:13]([F:16])=[CH:12][CH:11]=2)=[N:6][CH:7]=1.[H-].[Na+].[CH2:20]([Si:22](Cl)([CH2:25][CH3:26])[CH2:23][CH3:24])[CH3:21].CCOCC. The catalyst is C1COCC1. The product is [F:1][C:2]1[C:3]([NH:17][Si:22]([CH2:25][CH3:26])([CH2:23][CH3:24])[CH2:20][CH3:21])=[N:4][C:5]([O:8][CH2:9][C:10]2[CH:11]=[CH:12][C:13]([F:16])=[CH:14][CH:15]=2)=[N:6][CH:7]=1. The yield is 0.330. (4) The reactants are [CH3:1][Si:2]([CH3:21])([CH3:20])[CH2:3][CH2:4][O:5][CH2:6][O:7][C:8]1[C:9]([CH2:18]O)=[CH:10][C:11]2[C:16]([CH:17]=1)=[CH:15][CH:14]=[CH:13][CH:12]=2.C(Br)(Br)(Br)[Br:23].C1(P(C2C=CC=CC=2)C2C=CC=CC=2)C=CC=CC=1. The catalyst is C(#N)C. The product is [Br:23][CH2:18][C:9]1[C:8]([O:7][CH2:6][O:5][CH2:4][CH2:3][Si:2]([CH3:21])([CH3:20])[CH3:1])=[CH:17][C:16]2[C:11](=[CH:12][CH:13]=[CH:14][CH:15]=2)[CH:10]=1. The yield is 0.650. (5) The reactants are [Br:1][C:2]1[CH:9]=[CH:8][C:5]([CH:6]=[O:7])=[CH:4][CH:3]=1.[C:10]([Mg]Br)#[C:11][CH3:12].C1COCC1. No catalyst specified. The product is [Br:1][C:2]1[CH:9]=[CH:8][C:5]([C:6](=[O:7])[C:10]#[C:11][CH3:12])=[CH:4][CH:3]=1. The yield is 0.830. (6) The reactants are [CH3:1][O:2][C:3](=[O:14])[C:4]1[CH:9]=[CH:8][C:7]([N:10]([CH3:12])[CH3:11])=[CH:6][C:5]=1[Cl:13].Cl[CH2:16]Cl.C[O:19][S:20]([C:23]([F:26])([F:25])[F:24])(=[O:22])=[O:21]. The catalyst is C(OCC)C. The product is [F:24][C:23]([F:26])([F:25])[S:20]([O-:22])(=[O:21])=[O:19].[Cl:13][C:5]1[CH:6]=[C:7]([N+:10]([CH3:16])([CH3:11])[CH3:12])[CH:8]=[CH:9][C:4]=1[C:3]([O:2][CH3:1])=[O:14]. The yield is 0.860. (7) The reactants are [CH3:1][O:2][C:3](=[O:16])[CH:4]=[CH:5][C:6]1[CH:11]=[CH:10][CH:9]=[C:8]([S:12](Cl)(=[O:14])=[O:13])[CH:7]=1.[NH2:17][C:18]1[C:27]2[C:22](=[CH:23][CH:24]=[CH:25][CH:26]=2)[CH:21]=[CH:20][CH:19]=1.C([O-])(O)=O.[Na+]. The catalyst is O1CCOCC1.O. The product is [CH3:1][O:2][C:3](=[O:16])[CH:4]=[CH:5][C:6]1[CH:11]=[CH:10][CH:9]=[C:8]([S:12](=[O:14])(=[O:13])[NH:17][C:18]2[C:27]3[C:22](=[CH:23][CH:24]=[CH:25][CH:26]=3)[CH:21]=[CH:20][CH:19]=2)[CH:7]=1. The yield is 0.510. (8) The reactants are C(N1C=CN=C1)(N1C=CN=C1)=O.[CH2:13]([O:20][C:21]1[CH:29]=[C:28]([O:30][CH2:31][C:32]2[CH:37]=[CH:36][CH:35]=[CH:34][CH:33]=2)[C:27]([C:38]([CH3:40])=[CH2:39])=[CH:26][C:22]=1[C:23](O)=[O:24])[C:14]1[CH:19]=[CH:18][CH:17]=[CH:16][CH:15]=1.[CH3:41][N:42]1[CH2:47][CH2:46][N:45]([CH2:48][C:49]2[CH:50]=[C:51]3[C:55](=[CH:56][CH:57]=2)[CH2:54][NH:53][CH2:52]3)[CH2:44][CH2:43]1. The catalyst is CN(C=O)C. The product is [CH2:13]([O:20][C:21]1[CH:29]=[C:28]([O:30][CH2:31][C:32]2[CH:33]=[CH:34][CH:35]=[CH:36][CH:37]=2)[C:27]([C:38]([CH3:40])=[CH2:39])=[CH:26][C:22]=1[C:23]([N:53]1[CH2:52][C:51]2[C:55](=[CH:56][CH:57]=[C:49]([CH2:48][N:45]3[CH2:46][CH2:47][N:42]([CH3:41])[CH2:43][CH2:44]3)[CH:50]=2)[CH2:54]1)=[O:24])[C:14]1[CH:15]=[CH:16][CH:17]=[CH:18][CH:19]=1. The yield is 0.770.